Dataset: Peptide-MHC class I binding affinity with 185,985 pairs from IEDB/IMGT. Task: Regression. Given a peptide amino acid sequence and an MHC pseudo amino acid sequence, predict their binding affinity value. This is MHC class I binding data. (1) The peptide sequence is LRVLTERKLW. The MHC is Mamu-B17 with pseudo-sequence Mamu-B17. The binding affinity (normalized) is 0.298. (2) The MHC is HLA-B15:01 with pseudo-sequence HLA-B15:01. The peptide sequence is RTFGCSWEF. The binding affinity (normalized) is 0.463. (3) The peptide sequence is HVDGKILFV. The MHC is HLA-B54:01 with pseudo-sequence HLA-B54:01. The binding affinity (normalized) is 0. (4) The peptide sequence is RYSIFFDY. The MHC is HLA-A02:03 with pseudo-sequence HLA-A02:03. The binding affinity (normalized) is 0. (5) The peptide sequence is EKLKSLFNTV. The MHC is HLA-B39:01 with pseudo-sequence HLA-B39:01. The binding affinity (normalized) is 0.0847. (6) The peptide sequence is VGNVYVLF. The MHC is Mamu-B52 with pseudo-sequence Mamu-B52. The binding affinity (normalized) is 0.586.